Dataset: Reaction yield outcomes from USPTO patents with 853,638 reactions. Task: Predict the reaction yield, written as a fraction of the theoretical maximum amount of product (1.0 means a 100% yield; for example, 0.34 means a 34% yield). (1) The reactants are [Cl:1][C:2]1[C:7]([F:8])=[CH:6][CH:5]=[CH:4][C:3]=1[C@:9]([C@@H:18]1[CH2:23][CH2:22][CH2:21][N:20]([C:24](=[O:45])[NH:25][C@H:26]([CH2:35][N:36]([CH3:44])C(OC(C)(C)C)=O)[C@H:27]([CH:29]2[CH2:34][CH2:33][CH2:32][CH2:31][CH2:30]2)[OH:28])[CH2:19]1)([OH:17])[CH2:10][CH2:11][CH2:12][NH:13]C(=O)[O-].[C:46]([OH:52])(C(F)(F)F)=[O:47].[CH2:53](Cl)Cl. No catalyst specified. The product is [Cl:1][C:2]1[C:7]([F:8])=[CH:6][CH:5]=[CH:4][C:3]=1[C@:9]([C@@H:18]1[CH2:23][CH2:22][CH2:21][N:20]([C:24](=[O:45])[NH:25][C@H:26]([CH2:35][NH:36][CH3:44])[C@H:27]([CH:29]2[CH2:34][CH2:33][CH2:32][CH2:31][CH2:30]2)[OH:28])[CH2:19]1)([OH:17])[CH2:10][CH2:11][CH2:12][NH:13][C:46](=[O:47])[O:52][CH3:53]. The yield is 0.840. (2) The reactants are [P:1]([Cl:5])(Cl)([Cl:3])=[O:2].N1C(C)=CC=CC=1C.[N:14]1([CH:19]2[CH2:24][CH2:23][NH:22][CH2:21][CH2:20]2)[CH2:18][CH2:17][CH2:16][CH2:15]1. The catalyst is C(Cl)Cl. The product is [ClH:3].[N:14]1([CH:19]2[CH2:24][CH2:23][N:22]([P:1]([Cl:5])([Cl:3])=[O:2])[CH2:21][CH2:20]2)[CH2:18][CH2:17][CH2:16][CH2:15]1. The yield is 0.910. (3) The reactants are [Cl-].[CH2:2]([N+:12]([CH2:15][CH2:16][CH2:17][CH2:18][CH2:19][CH2:20][CH2:21][CH2:22][CH2:23][CH3:24])([CH3:14])[CH3:13])[CH2:3][CH2:4][CH2:5][CH2:6][CH2:7][CH2:8][CH2:9][CH2:10][CH3:11].[C:25]([OH:35])(=[O:34])[CH:26]([C:28]1[CH:33]=[CH:32][CH:31]=[CH:30][CH:29]=1)[OH:27].[OH-].[Na+]. The catalyst is C(Cl)(Cl)Cl. The product is [C:25]([O-:35])(=[O:34])[CH:26]([C:28]1[CH:33]=[CH:32][CH:31]=[CH:30][CH:29]=1)[OH:27].[CH2:15]([N+:12]([CH2:2][CH2:3][CH2:4][CH2:5][CH2:6][CH2:7][CH2:8][CH2:9][CH2:10][CH3:11])([CH3:14])[CH3:13])[CH2:16][CH2:17][CH2:18][CH2:19][CH2:20][CH2:21][CH2:22][CH2:23][CH3:24]. The yield is 0.960.